This data is from Catalyst prediction with 721,799 reactions and 888 catalyst types from USPTO. The task is: Predict which catalyst facilitates the given reaction. (1) Reactant: Br[C:2]1[CH:7]=[CH:6][C:5]([O:8][CH3:9])=[C:4]([CH2:10][CH3:11])[CH:3]=1.[Li]CCCC.C[O:18][B:19](OC)[O:20]C.CCCCCC. Product: [CH2:10]([C:4]1[CH:3]=[C:2]([B:19]([OH:20])[OH:18])[CH:7]=[CH:6][C:5]=1[O:8][CH3:9])[CH3:11]. The catalyst class is: 76. (2) Reactant: [C:1]([O:5][C:6]([N:8]1[CH2:11][CH:10]([C:12]([OH:14])=O)[CH2:9]1)=[O:7])([CH3:4])([CH3:3])[CH3:2].Cl.[CH3:16][O:17][C:18](=[O:22])[CH2:19][CH2:20][NH2:21].C(N(C(C)C)CC)(C)C.CCN=C=NCCCN(C)C.CN(C1C=CC=CN=1)C. Product: [C:1]([O:5][C:6]([N:8]1[CH2:9][CH:10]([C:12](=[O:14])[NH:21][CH2:20][CH2:19][C:18]([O:17][CH3:16])=[O:22])[CH2:11]1)=[O:7])([CH3:2])([CH3:3])[CH3:4]. The catalyst class is: 410. (3) Reactant: [C:1]([O:5][C:6]([N:8]1[CH2:13][CH2:12][C@@H:11]([O:14][C:15]2[CH:16]=[C:17]3[C:22](=[CH:23][C:24]=2[O:25][CH3:26])[N:21]=[CH:20][N:19]=[C:18]3[NH:27][C:28]2[CH:33]=[CH:32][CH:31]=[C:30]([Cl:34])[C:29]=2[F:35])[CH2:10][C@@H:9]1[C:36]([OH:38])=O)=[O:7])([CH3:4])([CH3:3])[CH3:2].[CH3:39][N:40]1CCOCC1.CN. Product: [Cl:34][C:30]1[C:29]([F:35])=[C:28]([NH:27][C:18]2[C:17]3[C:22](=[CH:23][C:24]([O:25][CH3:26])=[C:15]([O:14][C@@H:11]4[CH2:12][CH2:13][N:8]([C:6]([O:5][C:1]([CH3:4])([CH3:3])[CH3:2])=[O:7])[C@@H:9]([C:36]([NH:40][CH3:39])=[O:38])[CH2:10]4)[CH:16]=3)[N:21]=[CH:20][N:19]=2)[CH:33]=[CH:32][CH:31]=1. The catalyst class is: 76. (4) Reactant: [F:1][C:2]([F:31])([F:30])[CH2:3][C:4]([N:6]1[CH2:11][CH2:10][CH:9]([CH2:12][O:13][C:14]2[CH:19]=[CH:18][C:17]([C:20]3[CH:25]=[CH:24][C:23]([S:26]([CH3:29])(=[O:28])=[O:27])=[CH:22][CH:21]=3)=[CH:16][CH:15]=2)[CH2:8][CH2:7]1)=O.[H-].[H-].[H-].[H-].[Li+].[Al+3].O. Product: [CH3:29][S:26]([C:23]1[CH:24]=[CH:25][C:20]([C:17]2[CH:16]=[CH:15][C:14]([O:13][CH2:12][CH:9]3[CH2:8][CH2:7][N:6]([CH2:4][CH2:3][C:2]([F:30])([F:31])[F:1])[CH2:11][CH2:10]3)=[CH:19][CH:18]=2)=[CH:21][CH:22]=1)(=[O:28])=[O:27]. The catalyst class is: 1. (5) Reactant: [OH:1][CH2:2][C:3]1[NH:4][CH:5]=[C:6]([O:10][CH3:11])[C:7](=[O:9])[CH:8]=1.[C:12](Cl)(=[O:14])[CH3:13]. Product: [C:12]([O:1][CH2:2][C:3]1[NH:4][CH:5]=[C:6]([O:10][CH3:11])[C:7](=[O:9])[CH:8]=1)(=[O:14])[CH3:13]. The catalyst class is: 17. (6) Reactant: [Cl:1][C:2]1[N:7]=[C:6]([C:8]2([C:12]3[C:21]4[C:16](=[CH:17][CH:18]=[C:19]([O:22][CH2:23][CH2:24][NH:25][S:26]([CH2:29][CH2:30][CH3:31])(=[O:28])=[O:27])[CH:20]=4)[CH2:15][CH2:14][N:13]=3)[CH2:11][CH2:10][CH2:9]2)[CH:5]=[CH:4][CH:3]=1.[BH4-].[Na+]. Product: [Cl:1][C:2]1[N:7]=[C:6]([C:8]2([CH:12]3[C:21]4[C:16](=[CH:17][CH:18]=[C:19]([O:22][CH2:23][CH2:24][NH:25][S:26]([CH2:29][CH2:30][CH3:31])(=[O:27])=[O:28])[CH:20]=4)[CH2:15][CH2:14][NH:13]3)[CH2:9][CH2:10][CH2:11]2)[CH:5]=[CH:4][CH:3]=1. The catalyst class is: 5. (7) Reactant: [H-].[H-].[H-].[H-].[Li+].[Al+3].[OH:7][C:8]1([C:17]([F:20])([F:19])[F:18])[CH2:13][CH2:12][CH:11]([C:14](O)=[O:15])[CH2:10][CH2:9]1.O.[OH-].[Na+]. Product: [OH:15][CH2:14][CH:11]1[CH2:12][CH2:13][C:8]([C:17]([F:18])([F:19])[F:20])([OH:7])[CH2:9][CH2:10]1. The catalyst class is: 1.